Dataset: Catalyst prediction with 721,799 reactions and 888 catalyst types from USPTO. Task: Predict which catalyst facilitates the given reaction. (1) Reactant: [NH2:1][C:2]1[CH:7]=[CH:6][CH:5]=[CH:4][C:3]=1[CH:8](O)[CH2:9][NH:10][CH2:11][C:12]1[CH:17]=[CH:16][C:15]([Cl:18])=[CH:14][C:13]=1[Cl:19].S(=O)(=O)(O)O. Product: [Cl:18][C:15]1[CH:16]=[C:17]2[C:12](=[C:13]([Cl:19])[CH:14]=1)[CH2:11][NH:10][CH2:9][C@H:8]2[C:3]1[CH:4]=[CH:5][CH:6]=[CH:7][C:2]=1[NH2:1]. The catalyst class is: 4. (2) Reactant: [O:1]=[S:2]1(=[O:18])[N:7]([C:8]2[CH:16]=[CH:15][C:11]([C:12]([OH:14])=O)=[C:10]([F:17])[CH:9]=2)[CH2:6][CH2:5][O:4][CH2:3]1.[Cl:19][C:20]1[CH:26]=[CH:25][C:23]([NH2:24])=[CH:22][C:21]=1[C:27]1[N:36]=[CH:35][CH:34]=[C:33]2[C:28]=1[CH:29]=[CH:30][CH:31]=[N:32]2.CN(C(ON1N=NC2C=CC=NC1=2)=[N+](C)C)C.F[P-](F)(F)(F)(F)F.CCN(C(C)C)C(C)C. Product: [Cl:19][C:20]1[CH:26]=[CH:25][C:23]([NH:24][C:12](=[O:14])[C:11]2[CH:15]=[CH:16][C:8]([N:7]3[CH2:6][CH2:5][O:4][CH2:3][S:2]3(=[O:1])=[O:18])=[CH:9][C:10]=2[F:17])=[CH:22][C:21]=1[C:27]1[N:36]=[CH:35][CH:34]=[C:33]2[C:28]=1[CH:29]=[CH:30][CH:31]=[N:32]2. The catalyst class is: 31. (3) Reactant: [F:1][C:2]1[CH:11]=[C:10]([N+:12]([O-:14])=[O:13])[C:9]([F:15])=[CH:8][C:3]=1[C:4](OC)=[O:5].CC(C[AlH]CC(C)C)C.C1(C)C=CC=CC=1. Product: [F:1][C:2]1[CH:11]=[C:10]([N+:12]([O-:14])=[O:13])[C:9]([F:15])=[CH:8][C:3]=1[CH2:4][OH:5]. The catalyst class is: 1. (4) Reactant: S(C)(C)=O.[NH2:5][C:6]1[C:11]([NH:12][C:13](=[O:16])[O:14][CH3:15])=[C:10]([NH2:17])[N:9]=[C:8]([C:18]2[C:26]3[C:21](=[N:22][CH:23]=[CH:24][CH:25]=3)[N:20]([CH2:27][C:28]3[CH:33]=[CH:32][CH:31]=[CH:30][C:29]=3[F:34])[N:19]=2)[N:7]=1. Product: [NH2:5][C:6]1[C:11]([NH:12][C:13](=[O:16])[O:14][CH3:15])=[C:10]([NH2:17])[N:9]=[C:8]([C:18]2[C:26]3[C:21](=[N:22][CH:23]=[CH:24][CH:25]=3)[N:20]([CH2:27][C:28]3[CH:33]=[CH:32][CH:31]=[CH:30][C:29]=3[F:34])[N:19]=2)[N:7]=1. The catalyst class is: 336. (5) Reactant: [CH3:1][O:2][C:3]1[CH:4]=[C:5]([CH:8]=[CH:9][C:10]=1[O:11][CH3:12])[CH:6]=O.[N+:13]([CH2:16][CH2:17][CH3:18])([O-:15])=[O:14].Cl.CNC.[F-].[K+]. Product: [CH3:12][O:11][C:10]1[CH:9]=[CH:8][C:5]([CH:6]=[C:16]([N+:13]([O-:15])=[O:14])[CH2:17][CH3:18])=[CH:4][C:3]=1[O:2][CH3:1]. The catalyst class is: 133. (6) Reactant: [O:1]1[C:5]2([CH2:10][CH2:9][NH:8][CH2:7][CH2:6]2)[O:4][CH2:3][CH2:2]1.[CH3:11][O:12][C:13]([C:15]1[CH:20]=[CH:19][C:18](B(O)O)=[CH:17][CH:16]=1)=[O:14].CCN(CC)CC. Product: [O:1]1[C:5]2([CH2:10][CH2:9][N:8]([C:18]3[CH:19]=[CH:20][C:15]([C:13]([O:12][CH3:11])=[O:14])=[CH:16][CH:17]=3)[CH2:7][CH2:6]2)[O:4][CH2:3][CH2:2]1. The catalyst class is: 749.